Dataset: Catalyst prediction with 721,799 reactions and 888 catalyst types from USPTO. Task: Predict which catalyst facilitates the given reaction. Reactant: O([C:9]([O:11][C:12]([CH3:15])([CH3:14])[CH3:13])=[O:10])[C:9]([O:11][C:12]([CH3:15])([CH3:14])[CH3:13])=[O:10].[CH:16]1[C:21]([CH:22]([CH2:27][NH2:28])[CH2:23][C:24]([OH:26])=[O:25])=[CH:20][CH:19]=[C:18]([Cl:29])[CH:17]=1.[OH-].[Na+].C(O)(=O)CC(CC(O)=O)(C(O)=O)O. Product: [C:12]([O:11][C:9]([NH:28][CH2:27][CH:22]([C:21]1[CH:16]=[CH:17][C:18]([Cl:29])=[CH:19][CH:20]=1)[CH2:23][C:24]([OH:26])=[O:25])=[O:10])([CH3:13])([CH3:14])[CH3:15]. The catalyst class is: 127.